Dataset: Catalyst prediction with 721,799 reactions and 888 catalyst types from USPTO. Task: Predict which catalyst facilitates the given reaction. (1) Reactant: [Br:1][C:2]1[C:10]([CH3:11])=[CH:9][CH:8]=[CH:7][C:3]=1[C:4]([OH:6])=O.S(Cl)(Cl)=O.[CH2:16]([N:23]1[CH:27]=[CH:26][N:25]=[CH:24]1)[C:17]1[CH:22]=[CH:21][CH:20]=[CH:19][CH:18]=1.C(N(CC)CC)C. Product: [CH2:16]([N:23]1[CH:27]=[CH:26][N:25]=[C:24]1[C:4]([C:3]1[CH:7]=[CH:8][CH:9]=[C:10]([CH3:11])[C:2]=1[Br:1])=[O:6])[C:17]1[CH:18]=[CH:19][CH:20]=[CH:21][CH:22]=1. The catalyst class is: 10. (2) Reactant: [Li][CH:2]([CH2:4][CH3:5])[CH3:3].CO[C:8]1[CH:17]=[CH:16][C:15]2[C:10](=[CH:11][CH:12]=[CH:13][CH:14]=2)[C:9]=1[C:18]([OH:20])=[O:19].O.Cl. Product: [CH:2]([C:8]1[CH:17]=[CH:16][C:15]2[C:10](=[CH:11][CH:12]=[CH:13][CH:14]=2)[C:9]=1[C:18]([OH:20])=[O:19])([CH2:4][CH3:5])[CH3:3]. The catalyst class is: 1. (3) Reactant: [CH2:1]([O:3][C:4]([C:6]1[S:10][C:9]([N:11]([CH3:18])[C:12]2[CH:17]=[CH:16][CH:15]=[CH:14][CH:13]=2)=[N:8][C:7]=1[CH3:19])=[O:5])[CH3:2].[Br:20]N1C(=O)CCC1=O.C(OOC(=O)C1C=CC=CC=1)(=O)C1C=CC=CC=1. Product: [CH2:1]([O:3][C:4]([C:6]1[S:10][C:9]([N:11]([CH3:18])[C:12]2[CH:17]=[CH:16][CH:15]=[CH:14][CH:13]=2)=[N:8][C:7]=1[CH2:19][Br:20])=[O:5])[CH3:2]. The catalyst class is: 53. (4) Reactant: C(NC(C)C)(C)C.[Li]CCCC.[Cl:13][C:14]1[CH:15]=[C:16]([C:21]([F:24])([F:23])[F:22])[CH:17]=[CH:18][C:19]=1[F:20].CC(C)=O.[C:29](=[O:31])=[O:30].C(=O)=O.Cl.CC1CCCCC1. Product: [Cl:13][C:14]1[C:19]([F:20])=[C:18]([CH:17]=[C:16]([C:21]([F:24])([F:22])[F:23])[CH:15]=1)[C:29]([OH:31])=[O:30]. The catalyst class is: 1. (5) Reactant: [NH:1]([C:8](=[O:29])[CH:9]([C:19]1[CH:28]=[CH:27][C:22]([C:23]([O:25]C)=[O:24])=[CH:21][N:20]=1)[C:10]([NH:12][C:13]1[CH:18]=[CH:17][CH:16]=[CH:15][CH:14]=1)=[O:11])[C:2]1[CH:7]=[CH:6][CH:5]=[CH:4][CH:3]=1.[Li+].[OH-]. Product: [NH:1]([C:8](=[O:29])[CH:9]([C:19]1[CH:28]=[CH:27][C:22]([C:23]([OH:25])=[O:24])=[CH:21][N:20]=1)[C:10]([NH:12][C:13]1[CH:18]=[CH:17][CH:16]=[CH:15][CH:14]=1)=[O:11])[C:2]1[CH:3]=[CH:4][CH:5]=[CH:6][CH:7]=1. The catalyst class is: 24.